From a dataset of Reaction yield outcomes from USPTO patents with 853,638 reactions. Predict the reaction yield, written as a fraction of the theoretical maximum amount of product (1.0 means a 100% yield; for example, 0.34 means a 34% yield). (1) The reactants are [F:1][C:2]1[CH:24]=[CH:23][CH:22]=[CH:21][C:3]=1[O:4][CH2:5][CH:6]1[CH2:11][CH2:10][N:9]([CH2:12][CH2:13][C:14]2[NH:19][C:18](=[O:20])[CH:17]=[N:16][CH:15]=2)[CH2:8][CH2:7]1.[H-].[Na+].[CH3:27]I.O. The catalyst is CN(C)C=O.C(OCC)(=O)C. The product is [F:1][C:2]1[CH:24]=[CH:23][CH:22]=[CH:21][C:3]=1[O:4][CH2:5][CH:6]1[CH2:7][CH2:8][N:9]([CH2:12][CH2:13][C:14]2[N:19]([CH3:27])[C:18](=[O:20])[CH:17]=[N:16][CH:15]=2)[CH2:10][CH2:11]1. The yield is 0.340. (2) The reactants are [NH2:1][CH2:2][C:3]1[C:4]([CH2:21][CH:22]([CH3:24])[CH3:23])=[N:5][C:6]([CH3:20])=[C:7]([C:12]=1[C:13]1[CH:18]=[CH:17][C:16]([CH3:19])=[CH:15][CH:14]=1)[C:8](OC)=[O:9].C1(C)C=CC=CC=1.[H-].C([Al+]CC(C)C)C(C)C.O.O.O.O.O.O.O.O.O.O.S([O-])([O-])(=O)=O.[Na+].[Na+].[OH-].[Na+].[C:61](O[C:61]([O:63][C:64]([CH3:67])([CH3:66])[CH3:65])=[O:62])([O:63][C:64]([CH3:67])([CH3:66])[CH3:65])=[O:62]. The catalyst is C1(C)C=CC=CC=1.CC(C)=O. The product is [OH:9][CH2:8][C:7]1[C:12]([C:13]2[CH:14]=[CH:15][C:16]([CH3:19])=[CH:17][CH:18]=2)=[C:3]([CH2:2][NH:1][C:61](=[O:62])[O:63][C:64]([CH3:67])([CH3:66])[CH3:65])[C:4]([CH2:21][CH:22]([CH3:24])[CH3:23])=[N:5][C:6]=1[CH3:20]. The yield is 0.750. (3) The reactants are [F:1][C:2]1[CH:7]=[CH:6][C:5]([CH2:8][CH:9]([CH:16]([C:21]([O:23][CH3:24])=[O:22])[C:17]([O:19][CH3:20])=[O:18])[C:10]2[CH:15]=[CH:14][CH:13]=[CH:12][CH:11]=2)=[C:4]([N+:25]([O-])=O)[CH:3]=1.[Cl-].[NH4+]. The catalyst is CO.[Zn]. The product is [NH2:25][C:4]1[CH:3]=[C:2]([F:1])[CH:7]=[CH:6][C:5]=1[CH2:8][CH:9]([CH:16]([C:21]([O:23][CH3:24])=[O:22])[C:17]([O:19][CH3:20])=[O:18])[C:10]1[CH:15]=[CH:14][CH:13]=[CH:12][CH:11]=1. The yield is 0.900. (4) The catalyst is C1COCC1. The yield is 0.580. The product is [CH3:23][O:22][C:18]1[N:17]=[C:16]([CH2:13][C:12]#[N:14])[CH:21]=[CH:20][CH:19]=1. The reactants are C([Li])CCC.CCCCCC.[C:12](#[N:14])[CH3:13].Br[C:16]1[CH:21]=[CH:20][CH:19]=[C:18]([O:22][CH3:23])[N:17]=1. (5) The reactants are [CH3:1][O:2][C:3]1[CH:8]=[CH:7][C:6]([CH2:9][C:10]([OH:12])=O)=[CH:5][CH:4]=1.[C:13]1([O:19][CH3:20])[CH:18]=[CH:17][CH:16]=[CH:15][CH:14]=1. No catalyst specified. The product is [CH3:20][O:19][C:13]1[CH:18]=[CH:17][C:16]([C:10](=[O:12])[CH2:9][C:6]2[CH:5]=[CH:4][C:3]([O:2][CH3:1])=[CH:8][CH:7]=2)=[CH:15][CH:14]=1. The yield is 0.520. (6) The reactants are C([O:8][C:9]1[C:10]2[N:11]([C:16]([C:37]3[CH:42]=[CH:41][CH:40]=[CH:39][CH:38]=3)=[C:17]([C:19]3[CH:24]=[CH:23][C:22]([C:25]4([NH:29][C:30](=[O:36])[O:31][C:32]([CH3:35])([CH3:34])[CH3:33])[CH2:28][CH2:27][CH2:26]4)=[CH:21][CH:20]=3)[N:18]=2)[N:12]=[C:13](Cl)[CH:14]=1)C1C=CC=CC=1.C1[CH2:47][O:46][CH2:45]C1.C(N(CC)CC)C.C[OH:56]. The catalyst is C1C=CC(P(C2C=CC=CC=2)[C-]2C=CC=C2)=CC=1.C1C=CC(P(C2C=CC=CC=2)[C-]2C=CC=C2)=CC=1.Cl[Pd]Cl.[Fe+2]. The product is [C:32]([O:31][C:30]([NH:29][C:25]1([C:22]2[CH:21]=[CH:20][C:19]([C:17]3[N:18]=[C:10]4[C:9]([OH:8])=[CH:14][C:13]([C:45]([O:46][CH3:47])=[O:56])=[N:12][N:11]4[C:16]=3[C:37]3[CH:42]=[CH:41][CH:40]=[CH:39][CH:38]=3)=[CH:24][CH:23]=2)[CH2:26][CH2:27][CH2:28]1)=[O:36])([CH3:34])([CH3:33])[CH3:35]. The yield is 0.440. (7) The reactants are [Cl:1][C:2]1[CH:7]=[C:6]([C:8]([F:11])([F:10])[F:9])[CH:5]=[CH:4][C:3]=1[NH:12][C:13]1[CH:18]=[C:17]([O:19][CH2:20][CH2:21][O:22][CH3:23])[CH:16]=[CH:15][C:14]=1/[CH:24]=[CH:25]/[C:26]([O:28]CC)=[O:27].[OH-].[Na+]. The catalyst is O1CCCC1.C(O)C. The product is [Cl:1][C:2]1[CH:7]=[C:6]([C:8]([F:9])([F:10])[F:11])[CH:5]=[CH:4][C:3]=1[NH:12][C:13]1[CH:18]=[C:17]([O:19][CH2:20][CH2:21][O:22][CH3:23])[CH:16]=[CH:15][C:14]=1/[CH:24]=[CH:25]/[C:26]([OH:28])=[O:27]. The yield is 0.550. (8) The reactants are Br[C:2]1[CH:26]=[CH:25][C:5]([C:6]([NH:8][C:9]2[C:10]([O:23]C)=[N:11][CH:12]=[C:13]([C:15]3[CH:20]=[CH:19][N:18]=[C:17]([NH:21][CH3:22])[N:16]=3)[CH:14]=2)=[O:7])=[CH:4][CH:3]=1.[NH:27]1[CH2:32][CH2:31][CH2:30][CH2:29][CH2:28]1. The catalyst is CN1C(=O)CCC1. The product is [CH3:22][NH:21][C:17]1[N:16]=[C:15]([C:13]2[CH:14]=[C:9]([NH:8][C:6](=[O:7])[C:5]3[CH:25]=[CH:26][C:2]([N:27]4[CH2:32][CH2:31][CH2:30][CH2:29][CH2:28]4)=[CH:3][CH:4]=3)[C:10](=[O:23])[NH:11][CH:12]=2)[CH:20]=[CH:19][N:18]=1. The yield is 0.450. (9) The reactants are [Cl:1][C:2]1[CH:20]=[CH:19][C:5]([O:6][C:7]2[CH:18]=[CH:17][C:10]([C:11]([N:13]([CH2:15][CH3:16])[CH3:14])=[O:12])=[CH:9][CH:8]=2)=[C:4]([N+:21]([O-])=O)[CH:3]=1.Cl[Sn]Cl. No catalyst specified. The product is [NH2:21][C:4]1[CH:3]=[C:2]([Cl:1])[CH:20]=[CH:19][C:5]=1[O:6][C:7]1[CH:18]=[CH:17][C:10]([C:11]([N:13]([CH2:15][CH3:16])[CH3:14])=[O:12])=[CH:9][CH:8]=1. The yield is 0.830. (10) The reactants are [Br:1][C:2]1[CH:3]=[C:4]2[C:8](=[CH:9][CH:10]=1)[N:7]([CH2:11][CH2:12][C:13]#[N:14])[C:6](=[O:15])[C:5]12[O:20][CH2:19][CH2:18][CH2:17][O:16]1.N.C1COCC1. The catalyst is [Ni].CCO. The product is [NH2:14][CH2:13][CH2:12][CH2:11][N:7]1[C:8]2[C:4](=[CH:3][C:2]([Br:1])=[CH:10][CH:9]=2)[C:5]2([O:16][CH2:17][CH2:18][CH2:19][O:20]2)[C:6]1=[O:15]. The yield is 0.980.